This data is from Catalyst prediction with 721,799 reactions and 888 catalyst types from USPTO. The task is: Predict which catalyst facilitates the given reaction. Reactant: [NH2:1][C:2]1[CH:3]=[C:4]([C:8]2[N:13]3[N:14]=[C:15]([C:19]4[CH:24]=[CH:23][C:22]([O:25][C:26]5[CH:31]=[CH:30][CH:29]=[CH:28][CH:27]=5)=[CH:21][CH:20]=4)[C:16]([C:17]#[N:18])=[C:12]3[N:11]=[CH:10][CH:9]=2)[CH:5]=[CH:6][CH:7]=1.[BH4-].[Na+]. Product: [NH2:1][C:2]1[CH:3]=[C:4]([CH:8]2[N:13]3[N:14]=[C:15]([C:19]4[CH:24]=[CH:23][C:22]([O:25][C:26]5[CH:27]=[CH:28][CH:29]=[CH:30][CH:31]=5)=[CH:21][CH:20]=4)[C:16]([C:17]#[N:18])=[C:12]3[NH:11][CH2:10][CH2:9]2)[CH:5]=[CH:6][CH:7]=1. The catalyst class is: 8.